From a dataset of Full USPTO retrosynthesis dataset with 1.9M reactions from patents (1976-2016). Predict the reactants needed to synthesize the given product. (1) Given the product [CH3:34][O:33][C:30]1[C:29]2[N:28]([CH2:35][C:36]3[CH:37]=[N:38][C:39]([N:42]([CH3:49])[C:43]4[CH:44]=[CH:45][CH:46]=[CH:47][CH:48]=4)=[CH:40][CH:41]=3)[C:27](=[O:50])[CH2:26][CH2:25][C:24]=2[C:23]([CH:19]=[O:18])=[CH:32][CH:31]=1, predict the reactants needed to synthesize it. The reactants are: C1(C)C=CC(S([O-])(=O)=O)=CC=1.[NH+]1C=CC=CC=1.[O:18]1CCO[CH:19]1[C:23]1[CH:32]=[CH:31][C:30]([O:33][CH3:34])=[C:29]2[C:24]=1[CH2:25][CH2:26][C:27](=[O:50])[N:28]2[CH2:35][C:36]1[CH:37]=[N:38][C:39]([N:42]([CH3:49])[C:43]2[CH:48]=[CH:47][CH:46]=[CH:45][CH:44]=2)=[CH:40][CH:41]=1.C(=O)([O-])O.[Na+].C(OCC)(=O)C. (2) Given the product [C:1]([O:5][C@@H:6]([C:11]1[C:26]([CH3:27])=[CH:25][C:14]2[N:15]=[C:16]([C:18]3[CH:23]=[CH:22][N:21]=[C:20]([N:45]4[CH2:46][CH2:47][N:42]([C:35]([O:37][C:38]([CH3:41])([CH3:40])[CH3:39])=[O:36])[C@H:43]([CH3:48])[CH2:44]4)[N:19]=3)[S:17][C:13]=2[C:12]=1[C:28]1[CH:33]=[CH:32][C:31]([Cl:34])=[CH:30][CH:29]=1)[C:7]([O:9][CH3:10])=[O:8])([CH3:4])([CH3:3])[CH3:2], predict the reactants needed to synthesize it. The reactants are: [C:1]([O:5][C@@H:6]([C:11]1[C:26]([CH3:27])=[CH:25][C:14]2[N:15]=[C:16]([C:18]3[CH:23]=[CH:22][N:21]=[C:20](Cl)[N:19]=3)[S:17][C:13]=2[C:12]=1[C:28]1[CH:33]=[CH:32][C:31]([Cl:34])=[CH:30][CH:29]=1)[C:7]([O:9][CH3:10])=[O:8])([CH3:4])([CH3:3])[CH3:2].[C:35]([N:42]1[CH2:47][CH2:46][NH:45][CH2:44][C@H:43]1[CH3:48])([O:37][C:38]([CH3:41])([CH3:40])[CH3:39])=[O:36].C(N(CC)CC)C. (3) Given the product [NH:11]1[C:10]2=[CH:9][N:8]=[C:7]([NH:14][C:15](=[O:17])[CH3:16])[CH:6]=[C:5]2[CH:4]=[CH:3]1, predict the reactants needed to synthesize it. The reactants are: CN(C)/[CH:3]=[CH:4]\[C:5]1[C:10]([N+:11]([O-])=O)=[CH:9][N:8]=[C:7]([NH:14][C:15](=[O:17])[CH3:16])[CH:6]=1.C(O)(=O)C.